From a dataset of Full USPTO retrosynthesis dataset with 1.9M reactions from patents (1976-2016). Predict the reactants needed to synthesize the given product. Given the product [N+:1]([C:4]1[CH:12]=[C:8]([C:9]([Cl:16])=[O:10])[C:7]([OH:13])=[CH:6][CH:5]=1)([O-:3])=[O:2], predict the reactants needed to synthesize it. The reactants are: [N+:1]([C:4]1[CH:12]=[C:8]([C:9](O)=[O:10])[C:7]([OH:13])=[CH:6][CH:5]=1)([O-:3])=[O:2].S(Cl)([Cl:16])=O.[Cl-].[Ca+2].[Cl-].